This data is from NCI-60 drug combinations with 297,098 pairs across 59 cell lines. The task is: Regression. Given two drug SMILES strings and cell line genomic features, predict the synergy score measuring deviation from expected non-interaction effect. Drug 1: CN1C2=C(C=C(C=C2)N(CCCl)CCCl)N=C1CCCC(=O)O.Cl. Drug 2: CCC1(C2=C(COC1=O)C(=O)N3CC4=CC5=C(C=CC(=C5CN(C)C)O)N=C4C3=C2)O.Cl. Cell line: NCI-H226. Synergy scores: CSS=28.1, Synergy_ZIP=-6.58, Synergy_Bliss=2.72, Synergy_Loewe=0, Synergy_HSA=4.15.